Dataset: NCI-60 drug combinations with 297,098 pairs across 59 cell lines. Task: Regression. Given two drug SMILES strings and cell line genomic features, predict the synergy score measuring deviation from expected non-interaction effect. Drug 1: C1CCC(CC1)NC(=O)N(CCCl)N=O. Drug 2: COC1=C2C(=CC3=C1OC=C3)C=CC(=O)O2. Cell line: SF-539. Synergy scores: CSS=6.43, Synergy_ZIP=6.61, Synergy_Bliss=6.98, Synergy_Loewe=-6.92, Synergy_HSA=-1.41.